From a dataset of Catalyst prediction with 721,799 reactions and 888 catalyst types from USPTO. Predict which catalyst facilitates the given reaction. (1) Reactant: [C:1]([O-:4])(=[O:3])[CH3:2].[Na+].C(O)COCCOCCO.C(OC=C)(=O)C.[CH:22]([O:24][CH2:25][CH2:26][O:27][CH2:28][CH2:29][O:30][CH2:31][CH2:32]OC=C)=[CH2:23].C(OCCOCCOCCO)=C. Product: [C:1]([O:4][CH2:32][CH2:31][O:30][CH2:29][CH2:28][O:27][CH2:26][CH2:25][O:24][CH:22]=[CH2:23])(=[O:3])[CH3:2]. The catalyst class is: 11. (2) Reactant: [O:1]=[C:2]1[C:6]2[CH:7]=[CH:8][C:9]([CH2:11][C:12]([O:14]C(C)(C)C)=O)=[CH:10][C:5]=2[CH2:4][O:3]1.[C:19](O)([C:21](F)(F)F)=O.C(Cl)(=O)C(Cl)=O.[Cl-].[Al+3].[Cl-].[Cl-]. Product: [C:2]1(=[O:1])[C:6]2[CH:7]=[C:8]3[C:9](=[CH:10][C:5]=2[CH2:4][O:3]1)[CH2:11][C:12](=[O:14])[CH2:21][CH2:19]3. The catalyst class is: 3.